Dataset: Forward reaction prediction with 1.9M reactions from USPTO patents (1976-2016). Task: Predict the product of the given reaction. (1) Given the reactants [O:1]=[CH:2][C@@H:3]([C@H:5]([C@@H:7]([CH2:9][OH:10])[OH:8])[OH:6])[OH:4].[O:11]=[CH:12][C@@H:13]([C@H:15]([C@@H:17]([C@@H:19]([CH2:21][OH:22])[OH:20])[OH:18])[OH:16])[OH:14].[CH:23]1[C:28]([C:29]2[O:39][C:38]3[C:33](=[C:34]([OH:41])[CH:35]=[C:36]([OH:40])[CH:37]=3)[C:31](=[O:32])[C:30]=2[O:42][C@@H:43]2[O:48][C@H:47]([CH2:49][OH:50])[C@@H:46]([OH:51])[C@H:45]([OH:52])[C@H:44]2[OH:53])=[CH:27][C:26]([OH:54])=[C:25]([OH:55])[CH:24]=1, predict the reaction product. The product is: [O:1]=[CH:2][C@@H:3]([C@H:5]([C@@H:7]([CH2:9][OH:10])[OH:8])[OH:6])[OH:4].[O:11]=[CH:12][C@@H:13]([C@H:15]([C@@H:17]([C@@H:19]([CH2:21][OH:22])[OH:20])[OH:18])[OH:16])[OH:14].[CH:23]1[C:28]([C:29]2[O:39][C:38]3[C:33](=[C:34]([OH:41])[CH:35]=[C:36]([OH:40])[CH:37]=3)[C:31](=[O:32])[C:30]=2[O:42][C@@H:43]2[O:48][C@H:47]([CH2:49][OH:50])[C@@H:46]([OH:51])[C@H:45]([OH:52])[C@H:44]2[OH:53])=[CH:27][C:26]([OH:54])=[C:25]([OH:55])[CH:24]=1.[CH:12]1[C:13]([C:9]2[O:10][C:29]3[CH:30]=[C:31]([OH:32])[CH:33]=[C:2]([OH:1])[C:3]=3[C:5](=[O:6])[C:7]=2[OH:8])=[CH:15][C:17]([OH:18])=[C:19]([OH:20])[CH:21]=1. (2) Given the reactants C[O:2][C:3]([C:5]1[C:13]2[C:8](=[CH:9][C:10]([Br:14])=[CH:11][CH:12]=2)[N:7]([CH2:15][O:16][CH2:17][CH2:18][Si:19]([CH3:22])([CH3:21])[CH3:20])[N:6]=1)=[O:4].[OH-].[Li+].Cl, predict the reaction product. The product is: [Br:14][C:10]1[CH:9]=[C:8]2[C:13]([C:5]([C:3]([OH:4])=[O:2])=[N:6][N:7]2[CH2:15][O:16][CH2:17][CH2:18][Si:19]([CH3:22])([CH3:20])[CH3:21])=[CH:12][CH:11]=1. (3) Given the reactants C(Cl)(=O)C([Cl:4])=O.[O:7]1[C:11]2[CH:12]=[CH:13][CH:14]=[CH:15][C:10]=2[CH:9]=[C:8]1[C:16]([NH:18][C:19]1[CH:24]=[CH:23][C:22]([C:25]2[CH:30]=[CH:29][C:28]([S:31]([OH:34])(=O)=[O:32])=[CH:27][CH:26]=2)=[CH:21][CH:20]=1)=[O:17], predict the reaction product. The product is: [O:7]1[C:11]2[CH:12]=[CH:13][CH:14]=[CH:15][C:10]=2[CH:9]=[C:8]1[C:16]([NH:18][C:19]1[CH:24]=[CH:23][C:22]([C:25]2[CH:30]=[CH:29][C:28]([S:31]([Cl:4])(=[O:34])=[O:32])=[CH:27][CH:26]=2)=[CH:21][CH:20]=1)=[O:17]. (4) Given the reactants [Cl:1][C:2]1[CH:3]=[C:4]([CH:24]=[C:25]([O:28][CH3:29])[C:26]=1[OH:27])/[CH:5]=[C:6]1/[C:7](=[O:23])[N:8]2[C:13]([C:14]3[CH:22]=[CH:21][C:17]([C:18](O)=[O:19])=[CH:16][CH:15]=3)=[CH:12][N:11]=[C:9]2[S:10]/1.[F:30][CH:31]1[CH2:36][CH2:35][NH:34][CH2:33][CH2:32]1, predict the reaction product. The product is: [Cl:1][C:2]1[CH:3]=[C:4](/[CH:5]=[C:6]2/[C:7](=[O:23])[N:11]3[CH:12]=[C:13]([C:14]4[CH:15]=[CH:16][C:17]([C:18]([N:34]5[CH2:35][CH2:36][CH:31]([F:30])[CH2:32][CH2:33]5)=[O:19])=[CH:21][CH:22]=4)[N:8]=[C:9]3[S:10]/2)[CH:24]=[C:25]([O:28][CH3:29])[C:26]=1[OH:27]. (5) Given the reactants Cl[C:2]([O:4][CH2:5][CH2:6][CH2:7][CH3:8])=[O:3].[F:9][C:10]([F:45])([F:44])[C:11]1[CH:12]=[C:13]([CH:21]([C:38]2[N:39]=[N:40][N:41]([CH3:43])[N:42]=2)[N:22]2[C:31]3[C:26](=[CH:27][CH:28]=[C:29]([C:32]([F:35])([F:34])[F:33])[CH:30]=3)[NH:25][CH:24]([CH2:36][CH3:37])[CH2:23]2)[CH:14]=[C:15]([C:17]([F:20])([F:19])[F:18])[CH:16]=1.N1C=CC=CC=1, predict the reaction product. The product is: [F:20][C:17]([F:18])([F:19])[C:15]1[CH:14]=[C:13]([CH:21]([C:38]2[N:39]=[N:40][N:41]([CH3:43])[N:42]=2)[N:22]2[C:31]3[C:26](=[CH:27][CH:28]=[C:29]([C:32]([F:34])([F:33])[F:35])[CH:30]=3)[N:25]([C:2]([O:4][CH2:5][CH2:6][CH2:7][CH3:8])=[O:3])[CH:24]([CH2:36][CH3:37])[CH2:23]2)[CH:12]=[C:11]([C:10]([F:45])([F:44])[F:9])[CH:16]=1.